Dataset: Reaction yield outcomes from USPTO patents with 853,638 reactions. Task: Predict the reaction yield, written as a fraction of the theoretical maximum amount of product (1.0 means a 100% yield; for example, 0.34 means a 34% yield). (1) The reactants are Cl[C:2]1[C:7]([CH:8]([CH2:13][CH2:14][CH3:15])[C:9]([O:11][CH3:12])=[O:10])=[C:6]([CH3:16])[N:5]=[C:4]([C:17]2[CH:22]=[CH:21][CH:20]=[CH:19][CH:18]=2)[N:3]=1.C(N(CC)C(C)C)(C)C.CC1(C)C(C)(C)OB([C:40]2[CH:49]=[CH:48][C:43]3[NH:44][C:45](=[O:47])[NH:46][C:42]=3[CH:41]=2)O1. The catalyst is COCCOC.O.[Pd].C1(P(C2C=CC=CC=2)C2C=CC=CC=2)C=CC=CC=1.C1(P(C2C=CC=CC=2)C2C=CC=CC=2)C=CC=CC=1.C1(P(C2C=CC=CC=2)C2C=CC=CC=2)C=CC=CC=1.C1(P(C2C=CC=CC=2)C2C=CC=CC=2)C=CC=CC=1. The product is [CH3:16][C:6]1[C:7]([CH:8]([CH2:13][CH2:14][CH3:15])[C:9]([O:11][CH3:12])=[O:10])=[C:2]([C:40]2[CH:49]=[CH:48][C:43]3[NH:44][C:45](=[O:47])[NH:46][C:42]=3[CH:41]=2)[N:3]=[C:4]([C:17]2[CH:22]=[CH:21][CH:20]=[CH:19][CH:18]=2)[N:5]=1. The yield is 0.850. (2) The reactants are [Cl:1][C:2]1[CH:18]=[CH:17][C:5]([CH2:6][C:7]2(C#N)[C:11](=[O:12])[C:10]([CH3:14])([CH3:13])[CH2:9][CH2:8]2)=[CH:4][CH:3]=1.S(=O)(=O)(O)O. The catalyst is O. The product is [Cl:1][C:2]1[CH:3]=[CH:4][C:5]([CH2:6][CH:7]2[C:11](=[O:12])[C:10]([CH3:14])([CH3:13])[CH2:9][CH2:8]2)=[CH:17][CH:18]=1. The yield is 0.931.